From a dataset of Reaction yield outcomes from USPTO patents with 853,638 reactions. Predict the reaction yield, written as a fraction of the theoretical maximum amount of product (1.0 means a 100% yield; for example, 0.34 means a 34% yield). The yield is 0.660. The reactants are [CH3:1][O:2][C:3]1[CH:4]=[CH:5][C:6]2[CH:10]=[C:9]([NH:11][S:12]([C:15]3[CH:16]=[N:17][CH:18]=[CH:19][CH:20]=3)(=[O:14])=[O:13])[S:8][C:7]=2[CH:21]=1.CC(C)([O-])C.[K+].[F:28][C:29]1[CH:30]=[C:31]([CH:34]=[CH:35][C:36]=1[F:37])[CH2:32]Br. The product is [F:28][C:29]1[CH:30]=[C:31]([CH:34]=[CH:35][C:36]=1[F:37])[CH2:32][N:11]([C:9]1[S:8][C:7]2[CH:21]=[C:3]([O:2][CH3:1])[CH:4]=[CH:5][C:6]=2[CH:10]=1)[S:12]([C:15]1[CH:16]=[N:17][CH:18]=[CH:19][CH:20]=1)(=[O:14])=[O:13]. The catalyst is C1COCC1.CCOC(C)=O.